This data is from NCI-60 drug combinations with 297,098 pairs across 59 cell lines. The task is: Regression. Given two drug SMILES strings and cell line genomic features, predict the synergy score measuring deviation from expected non-interaction effect. (1) Cell line: CAKI-1. Drug 1: C1CCC(CC1)NC(=O)N(CCCl)N=O. Synergy scores: CSS=21.9, Synergy_ZIP=-14.9, Synergy_Bliss=-23.0, Synergy_Loewe=-24.5, Synergy_HSA=-19.6. Drug 2: C1=NC2=C(N1)C(=S)N=CN2. (2) Drug 1: C1=NC2=C(N=C(N=C2N1C3C(C(C(O3)CO)O)F)Cl)N. Drug 2: CN(CCCl)CCCl.Cl. Cell line: ACHN. Synergy scores: CSS=26.1, Synergy_ZIP=3.39, Synergy_Bliss=4.78, Synergy_Loewe=-0.0507, Synergy_HSA=1.22. (3) Drug 1: C1=CN(C(=O)N=C1N)C2C(C(C(O2)CO)O)O.Cl. Drug 2: B(C(CC(C)C)NC(=O)C(CC1=CC=CC=C1)NC(=O)C2=NC=CN=C2)(O)O. Cell line: T-47D. Synergy scores: CSS=42.6, Synergy_ZIP=-5.10, Synergy_Bliss=-8.52, Synergy_Loewe=-6.71, Synergy_HSA=-5.57. (4) Cell line: UACC62. Drug 1: CCN(CC)CCNC(=O)C1=C(NC(=C1C)C=C2C3=C(C=CC(=C3)F)NC2=O)C. Synergy scores: CSS=-3.80, Synergy_ZIP=1.42, Synergy_Bliss=-1.33, Synergy_Loewe=-4.29, Synergy_HSA=-4.61. Drug 2: C(CN)CNCCSP(=O)(O)O. (5) Cell line: MDA-MB-435. Drug 1: CCN(CC)CCNC(=O)C1=C(NC(=C1C)C=C2C3=C(C=CC(=C3)F)NC2=O)C. Synergy scores: CSS=0.663, Synergy_ZIP=-1.76, Synergy_Bliss=-6.47, Synergy_Loewe=-1.34, Synergy_HSA=-5.40. Drug 2: C1CC(=O)NC(=O)C1N2C(=O)C3=CC=CC=C3C2=O. (6) Drug 1: CNC(=O)C1=CC=CC=C1SC2=CC3=C(C=C2)C(=NN3)C=CC4=CC=CC=N4. Drug 2: C1=CC(=CC=C1CCC2=CNC3=C2C(=O)NC(=N3)N)C(=O)NC(CCC(=O)O)C(=O)O. Cell line: OVCAR-5. Synergy scores: CSS=23.8, Synergy_ZIP=-4.61, Synergy_Bliss=4.00, Synergy_Loewe=-3.17, Synergy_HSA=2.73. (7) Drug 1: CC1=C(C(CCC1)(C)C)C=CC(=CC=CC(=CC(=O)O)C)C. Drug 2: C(CN)CNCCSP(=O)(O)O. Cell line: U251. Synergy scores: CSS=-3.45, Synergy_ZIP=3.94, Synergy_Bliss=5.04, Synergy_Loewe=0.294, Synergy_HSA=-0.686.